Dataset: Catalyst prediction with 721,799 reactions and 888 catalyst types from USPTO. Task: Predict which catalyst facilitates the given reaction. (1) Reactant: C([BH3-])#N.[Na+].[CH2:5]([O:8][C:9]([C:11]1[N:12]([NH2:16])[CH:13]=[CH:14][CH:15]=1)=[O:10])[CH:6]=[CH2:7].[F:17][C:18]1[CH:25]=[CH:24][C:21]([CH:22]=O)=[CH:20][CH:19]=1.C(O)(=O)C. Product: [CH2:5]([O:8][C:9]([C:11]1[N:12]([NH:16][CH2:22][C:21]2[CH:24]=[CH:25][C:18]([F:17])=[CH:19][CH:20]=2)[CH:13]=[CH:14][CH:15]=1)=[O:10])[CH:6]=[CH2:7]. The catalyst class is: 5. (2) Reactant: Br[CH2:2][C:3]1[CH:4]=[CH:5][CH:6]=[C:7]2[C:12]=1[N:11]=[C:10]([CH3:13])[CH:9]=[CH:8]2.[C-:14]#[N:15].[Na+].O.CCOCC. Product: [CH3:13][C:10]1[CH:9]=[CH:8][C:7]2[C:12](=[C:3]([CH2:2][C:14]#[N:15])[CH:4]=[CH:5][CH:6]=2)[N:11]=1. The catalyst class is: 16. (3) Reactant: C([N:4]1[C:12]2[C:7](=[CH:8][CH:9]=[C:10]([S:13]([NH:16][CH3:17])(=[O:15])=[O:14])[CH:11]=2)[C:6]([CH3:19])([CH3:18])[CH2:5]1)(=O)C.Cl. Product: [CH3:17][NH:16][S:13]([C:10]1[CH:11]=[C:12]2[C:7]([C:6]([CH3:19])([CH3:18])[CH2:5][NH:4]2)=[CH:8][CH:9]=1)(=[O:15])=[O:14]. The catalyst class is: 5. (4) Reactant: [Br:1][C:2]1[CH:3]=[CH:4][C:5]([OH:11])=[C:6]([C:8](=[O:10])[CH3:9])[CH:7]=1.[CH3:12][C:13]([CH3:15])=O.N1CCCC1.Cl. Product: [Br:1][C:2]1[CH:7]=[C:6]2[C:5](=[CH:4][CH:3]=1)[O:11][C:13]([CH3:15])([CH3:12])[CH2:9][C:8]2=[O:10]. The catalyst class is: 11. (5) Reactant: Br[C:2]1[C:7]([CH3:8])=[CH:6][C:5]([Br:9])=[CH:4][N:3]=1.[NH:10]1[CH2:15][CH2:14][O:13][CH2:12][CH2:11]1. Product: [Br:9][C:5]1[CH:6]=[C:7]([CH3:8])[C:2]([N:10]2[CH2:15][CH2:14][O:13][CH2:12][CH2:11]2)=[N:3][CH:4]=1. The catalyst class is: 6.